Dataset: Catalyst prediction with 721,799 reactions and 888 catalyst types from USPTO. Task: Predict which catalyst facilitates the given reaction. (1) Reactant: [C:1]([NH:6][NH:7][C:8]([C:10]1[CH:19]=[CH:18][C:13]([C:14]([O:16][CH3:17])=[O:15])=[CH:12][N:11]=1)=[O:9])(=O)[CH:2]([CH3:4])[CH3:3].P(Cl)(Cl)(Cl)=O.CC#N. Product: [CH:2]([C:1]1[O:9][C:8]([C:10]2[CH:19]=[CH:18][C:13]([C:14]([O:16][CH3:17])=[O:15])=[CH:12][N:11]=2)=[N:7][N:6]=1)([CH3:4])[CH3:3]. The catalyst class is: 25. (2) Reactant: [H-].[H-].[H-].[H-].[Li+].[Al+3].[F:7][C:8]([F:24])([F:23])[C:9]1[CH:14]=[CH:13][N:12]2[N:15]=[CH:16][C:17]([C:18](OCC)=[O:19])=[C:11]2[CH:10]=1. Product: [F:24][C:8]([F:7])([F:23])[C:9]1[CH:14]=[CH:13][N:12]2[N:15]=[CH:16][C:17]([CH2:18][OH:19])=[C:11]2[CH:10]=1. The catalyst class is: 1. (3) Reactant: [C:1]([C:5]1[CH:6]=[C:7]([CH:41]=[CH:42][CH:43]=1)[CH2:8][N:9]1[C@@H:17]2[C@H:12]([C@H:13]([CH2:20][C:21]3[CH:26]=[C:25]([CH2:27][C@H:28]([OH:33])[C:29]([F:32])([F:31])[F:30])[C:24]([N:34]=CN(C)C)=[C:23]([F:39])[CH:22]=3)[CH2:14][S:15](=[O:19])(=[O:18])[CH2:16]2)[O:11]C1=O)([CH3:4])([CH3:3])[CH3:2].C([O-])([O-])=O.[K+].[K+]. Product: [NH2:34][C:24]1[C:25]([CH2:27][C@H:28]([OH:33])[C:29]([F:32])([F:30])[F:31])=[CH:26][C:21]([CH2:20][C@H:13]2[C@H:12]([OH:11])[C@@H:17]([NH:9][CH2:8][C:7]3[CH:41]=[CH:42][CH:43]=[C:5]([C:1]([CH3:3])([CH3:2])[CH3:4])[CH:6]=3)[CH2:16][S:15](=[O:19])(=[O:18])[CH2:14]2)=[CH:22][C:23]=1[F:39]. The catalyst class is: 1. (4) Reactant: [Br:1][C:2]1[N:3]=[C:4]([C:24]2[C:25]([CH3:30])=[N:26][CH:27]=[CH:28][CH:29]=2)[N:5]2[C:10]3[CH:11]=[CH:12][N:13]([S:14]([C:17]4[CH:23]=[CH:22][C:20]([CH3:21])=[CH:19][CH:18]=4)(=[O:16])=[O:15])[C:9]=3[N:8]=[CH:7][C:6]=12.[OH2:31]. Product: [Br:1][C:2]1[N:3]=[C:4]([C:24]2[C:25]([CH:30]=[O:31])=[N:26][CH:27]=[CH:28][CH:29]=2)[N:5]2[C:10]3[CH:11]=[CH:12][N:13]([S:14]([C:17]4[CH:18]=[CH:19][C:20]([CH3:21])=[CH:22][CH:23]=4)(=[O:16])=[O:15])[C:9]=3[N:8]=[CH:7][C:6]=12. The catalyst class is: 12.